This data is from Hepatocyte clearance measurements from AstraZeneca. The task is: Regression/Classification. Given a drug SMILES string, predict its absorption, distribution, metabolism, or excretion properties. Task type varies by dataset: regression for continuous measurements (e.g., permeability, clearance, half-life) or binary classification for categorical outcomes (e.g., BBB penetration, CYP inhibition). For this dataset (clearance_hepatocyte_az), we predict log10(clearance) (log10 of the in vitro intrinsic clearance, CLint, in uL/min per 10^6 hepatocytes; values are censored to the assay range of 3 to 150, which is 0.477 to 2.18 on this log10 scale). The molecule is O=C(Nc1cc(-c2ccnc(Nc3ccccc3)c2)ccn1)C1CCOCC1. The log10(clearance) is 1.21.